From a dataset of Reaction yield outcomes from USPTO patents with 853,638 reactions. Predict the reaction yield, written as a fraction of the theoretical maximum amount of product (1.0 means a 100% yield; for example, 0.34 means a 34% yield). (1) The reactants are [O:1]([C:8]1[CH:28]=[CH:27][CH:26]=[CH:25][C:9]=1[C:10]([NH:12][C:13]1[CH:18]=[CH:17][CH:16]=[CH:15][C:14]=1/[CH:19]=[CH:20]/[C:21](OC)=[O:22])=[O:11])[C:2]1[CH:7]=[CH:6][CH:5]=[CH:4][CH:3]=1.[OH-:29].[Na+].[NH2:31]O. The catalyst is C1COCC1.CO. The product is [OH:29][NH:31][C:21](=[O:22])/[CH:20]=[CH:19]/[C:14]1[CH:15]=[CH:16][CH:17]=[CH:18][C:13]=1[NH:12][C:10](=[O:11])[C:9]1[CH:25]=[CH:26][CH:27]=[CH:28][C:8]=1[O:1][C:2]1[CH:7]=[CH:6][CH:5]=[CH:4][CH:3]=1. The yield is 0.680. (2) The yield is 0.500. The product is [C:23]([C:27]1[CH:32]=[CH:31][C:30]([NH:20][C:19]2[CH:21]=[CH:22][C:16]([O:15][C:6]3[C:5]4[C:10](=[CH:11][C:12]([O:13][CH3:14])=[C:3]([O:2][CH3:1])[CH:4]=4)[N:9]=[CH:8][CH:7]=3)=[CH:17][CH:18]=2)=[CH:29][CH:28]=1)([CH3:26])([CH3:25])[CH3:24]. The reactants are [CH3:1][O:2][C:3]1[CH:4]=[C:5]2[C:10](=[CH:11][C:12]=1[O:13][CH3:14])[N:9]=[CH:8][CH:7]=[C:6]2[O:15][C:16]1[CH:22]=[CH:21][C:19]([NH2:20])=[CH:18][CH:17]=1.[C:23]([C:27]1[CH:32]=[CH:31][C:30](B(O)O)=[CH:29][CH:28]=1)([CH3:26])([CH3:25])[CH3:24].ClCCl. The catalyst is C([O-])(=O)C.[Cu+2].C([O-])(=O)C.C(N(CC)CC)C. (3) The reactants are [I-].C1([P+](C2C=CC=CC=2)(C2C=CC=CC=2)[CH2:9][CH:10]2[CH2:15][CH2:14][O:13][CH2:12][CH2:11]2)C=CC=CC=1.C[Si](C)(C)[N-][Si](C)(C)C.[Li+].[CH3:38][S:39][C:40]1[CH:41]=[CH:42][C:43]([C:46](=O)[C:47]([O:49][CH2:50][CH3:51])=[O:48])=[N:44][CH:45]=1.[Cl-].[NH4+]. The catalyst is O1CCCC1. The product is [CH3:38][S:39][C:40]1[CH:41]=[CH:42][C:43]([C:46](=[CH:9][CH:10]2[CH2:11][CH2:12][O:13][CH2:14][CH2:15]2)[C:47]([O:49][CH2:50][CH3:51])=[O:48])=[N:44][CH:45]=1. The yield is 0.860. (4) The reactants are [F:1][C:2]([F:7])([F:6])[C:3]([OH:5])=[O:4].[C:8]1([C:14]2[CH:19]=[C:18]([CH:20]3[CH2:25][CH2:24][NH:23][CH2:22][CH2:21]3)[CH:17]=[CH:16][C:15]=2[NH:26][C:27]([C:29]2[NH:30][CH:31]=[C:32]([C:34]#[N:35])[N:33]=2)=[O:28])[CH2:13][CH2:12][CH2:11][CH2:10][CH:9]=1.CCN(CC)CC.Br[CH2:44][C:45]([NH2:47])=[O:46]. The catalyst is C(Cl)Cl. The product is [F:1][C:2]([F:7])([F:6])[C:3]([OH:5])=[O:4].[C:45]([CH2:44][N:23]1[CH2:22][CH2:21][CH:20]([C:18]2[CH:17]=[CH:16][C:15]([NH:26][C:27]([C:29]3[NH:30][CH:31]=[C:32]([C:34]#[N:35])[N:33]=3)=[O:28])=[C:14]([C:8]3[CH2:13][CH2:12][CH2:11][CH2:10][CH:9]=3)[CH:19]=2)[CH2:25][CH2:24]1)(=[O:46])[NH2:47]. The yield is 0.750. (5) The reactants are [NH2:1][C:2]1[CH:9]=[CH:8][C:5]([C:6]#[N:7])=[C:4]([C:10]([F:13])([F:12])[F:11])[CH:3]=1.[C:14](Cl)(Cl)=[S:15]. The catalyst is CCCCCC.O. The product is [N:1]([C:2]1[CH:9]=[CH:8][C:5]([C:6]#[N:7])=[C:4]([C:10]([F:11])([F:12])[F:13])[CH:3]=1)=[C:14]=[S:15]. The yield is 0.808. (6) The reactants are [NH2:1][C:2]1[C:6]([N+:7]([O-])=O)=[CH:5][N:4]([C:10]2[CH:15]=[CH:14][CH:13]=[CH:12][CH:11]=2)[N:3]=1.Cl. The catalyst is CO.[C].[Pd]. The product is [NH2:1][C:2]1[C:6]([NH2:7])=[CH:5][N:4]([C:10]2[CH:15]=[CH:14][CH:13]=[CH:12][CH:11]=2)[N:3]=1. The yield is 0.586.